From a dataset of Full USPTO retrosynthesis dataset with 1.9M reactions from patents (1976-2016). Predict the reactants needed to synthesize the given product. (1) Given the product [OH:8][C:5]1[CH:6]=[CH:7][C:2](/[CH:12]=[CH:11]/[C:10]([O:14][CH2:15][CH3:16])=[O:13])=[C:3]([CH3:9])[CH:4]=1, predict the reactants needed to synthesize it. The reactants are: Br[C:2]1[CH:7]=[CH:6][C:5]([OH:8])=[CH:4][C:3]=1[CH3:9].[C:10]([O:14][CH2:15][CH3:16])(=[O:13])[CH:11]=[CH2:12].C1(C)C=CC=CC=1P(C1C=CC=CC=1C)C1C=CC=CC=1C.C(N(CC)CC)C. (2) Given the product [F:41][C:42]([F:47])([F:46])[C:43]([OH:45])=[O:44].[C:1]([S:4][CH:5]1[CH2:10][CH2:9][NH:8][CH2:7]/[C:6]/1=[CH:30]\[C:31]1[N:35]=[CH:34][N:33]([CH2:36][C:37]([O:39][CH3:40])=[O:38])[N:32]=1)(=[O:3])[CH3:2], predict the reactants needed to synthesize it. The reactants are: [C:1]([S:4][CH:5]1[CH2:10][CH2:9][N:8](C(C2C=CC=CC=2)(C2C=CC=CC=2)C2C=CC=CC=2)[CH2:7]/[C:6]/1=[CH:30]\[C:31]1[N:35]=[CH:34][N:33]([CH2:36][C:37]([O:39][CH3:40])=[O:38])[N:32]=1)(=[O:3])[CH3:2].[F:41][C:42]([F:47])([F:46])[C:43]([OH:45])=[O:44]. (3) The reactants are: [C:1]1(C)[C:6]([OH:7])=[CH:5][CH:4]=[CH:3][CH:2]=1.[H-].[Na+].Cl[C:12]1[N:17]=[N:16][C:15]([C:18]([NH2:20])=[O:19])=[C:14]([NH:21][C:22]2[CH:27]=[CH:26][CH:25]=[C:24]([CH3:28])[N:23]=2)[CH:13]=1.[CH3:29]N(C)C=O. Given the product [CH3:28][C:24]1[N:23]=[C:22]([NH:21][C:14]2[CH:13]=[C:12]([O:7][C:6]3[CH:5]=[C:4]([CH3:29])[CH:3]=[CH:2][CH:1]=3)[N:17]=[N:16][C:15]=2[C:18]([NH2:20])=[O:19])[CH:27]=[CH:26][CH:25]=1, predict the reactants needed to synthesize it. (4) The reactants are: C(OC(=O)CC1C2C(=CC=CC=2)C=C(N2CC3(CC3)N(CC3C=CC=CC=3)CC2)N=1)C.C([N:39]1[CH2:46][CH2:45][N:44]([C:47]2[N:48]=[C:49]([CH2:57][C:58]([NH2:60])=[O:59])[C:50]3[C:55]([CH:56]=2)=[CH:54][CH:53]=[CH:52][CH:51]=3)[CH2:43][C:40]21[CH2:42][CH2:41]2)C1C=CC=CC=1.C(N)=O.C[O-].[Na+].O. Given the product [CH2:41]1[C:40]2([CH2:43][N:44]([C:47]3[N:48]=[C:49]([CH2:57][C:58]([NH2:60])=[O:59])[C:50]4[C:55]([CH:56]=3)=[CH:54][CH:53]=[CH:52][CH:51]=4)[CH2:45][CH2:46][NH:39]2)[CH2:42]1, predict the reactants needed to synthesize it. (5) Given the product [OH:26][CH2:25][CH2:24][N:23]([CH3:22])[C:2]1[CH:3]=[C:4]2[C:9](=[CH:10][C:11]=1[N+:12]([O-:14])=[O:13])[NH:8][C:7](=[O:15])[N:6]([NH:16][S:17]([CH3:20])(=[O:19])=[O:18])[C:5]2=[O:21], predict the reactants needed to synthesize it. The reactants are: F[C:2]1[CH:3]=[C:4]2[C:9](=[CH:10][C:11]=1[N+:12]([O-:14])=[O:13])[NH:8][C:7](=[O:15])[N:6]([NH:16][S:17]([CH3:20])(=[O:19])=[O:18])[C:5]2=[O:21].[CH3:22][NH:23][CH2:24][CH2:25][OH:26]. (6) Given the product [NH2:20][C:8]([NH:4][C:5]1[CH:7]=[CH:34][C:35]2[C:2](=[CH:1][CH:28]=[CH:27][CH:26]=2)[CH:6]=1)=[N:9][S:10]([C:13]1[CH:18]=[CH:17][C:16]([CH3:19])=[CH:15][CH:14]=1)(=[O:12])=[O:11], predict the reactants needed to synthesize it. The reactants are: [CH3:1][C:2]1[CH:6]=[C:5]([CH3:7])[N:4]([C:8](=[NH:20])[NH:9][S:10]([C:13]2[CH:18]=[CH:17][C:16]([CH3:19])=[CH:15][CH:14]=2)(=[O:12])=[O:11])N=1.CS(O)(=O)=O.[CH:26]1[C:35]2[C:27](=[CH:26][CH:35]=[CH:34][CH:34]=2)[CH:28]=[CH:28][C:27]=1N.